Dataset: NCI-60 drug combinations with 297,098 pairs across 59 cell lines. Task: Regression. Given two drug SMILES strings and cell line genomic features, predict the synergy score measuring deviation from expected non-interaction effect. (1) Drug 1: C1=CC(=CC=C1C#N)C(C2=CC=C(C=C2)C#N)N3C=NC=N3. Drug 2: COCCOC1=C(C=C2C(=C1)C(=NC=N2)NC3=CC=CC(=C3)C#C)OCCOC.Cl. Cell line: HCT116. Synergy scores: CSS=-0.604, Synergy_ZIP=7.48, Synergy_Bliss=13.0, Synergy_Loewe=-31.7, Synergy_HSA=4.27. (2) Drug 1: CCCCC(=O)OCC(=O)C1(CC(C2=C(C1)C(=C3C(=C2O)C(=O)C4=C(C3=O)C=CC=C4OC)O)OC5CC(C(C(O5)C)O)NC(=O)C(F)(F)F)O. Drug 2: C1=CC=C(C=C1)NC(=O)CCCCCCC(=O)NO. Cell line: SF-295. Synergy scores: CSS=46.7, Synergy_ZIP=-1.00, Synergy_Bliss=-0.0354, Synergy_Loewe=-8.49, Synergy_HSA=-4.16. (3) Drug 1: CCN(CC)CCCC(C)NC1=C2C=C(C=CC2=NC3=C1C=CC(=C3)Cl)OC. Drug 2: COC1=C2C(=CC3=C1OC=C3)C=CC(=O)O2. Cell line: MOLT-4. Synergy scores: CSS=50.2, Synergy_ZIP=9.40, Synergy_Bliss=8.83, Synergy_Loewe=-21.1, Synergy_HSA=6.33. (4) Drug 1: C1=C(C(=O)NC(=O)N1)F. Drug 2: CNC(=O)C1=NC=CC(=C1)OC2=CC=C(C=C2)NC(=O)NC3=CC(=C(C=C3)Cl)C(F)(F)F. Cell line: SK-OV-3. Synergy scores: CSS=60.4, Synergy_ZIP=10.9, Synergy_Bliss=11.4, Synergy_Loewe=5.97, Synergy_HSA=12.2. (5) Drug 1: CN(CC1=CN=C2C(=N1)C(=NC(=N2)N)N)C3=CC=C(C=C3)C(=O)NC(CCC(=O)O)C(=O)O. Drug 2: CS(=O)(=O)OCCCCOS(=O)(=O)C. Cell line: SK-OV-3. Synergy scores: CSS=37.2, Synergy_ZIP=0.842, Synergy_Bliss=0.318, Synergy_Loewe=-27.3, Synergy_HSA=-1.81. (6) Drug 1: C1CC(C1)(C(=O)O)C(=O)O.[NH2-].[NH2-].[Pt+2]. Drug 2: C1CCC(C(C1)N)N.C(=O)(C(=O)[O-])[O-].[Pt+4]. Cell line: SNB-19. Synergy scores: CSS=29.7, Synergy_ZIP=-6.77, Synergy_Bliss=2.84, Synergy_Loewe=-11.6, Synergy_HSA=2.03. (7) Drug 1: C1CCN(CC1)CCOC2=CC=C(C=C2)C(=O)C3=C(SC4=C3C=CC(=C4)O)C5=CC=C(C=C5)O. Drug 2: C1=NC2=C(N=C(N=C2N1C3C(C(C(O3)CO)O)O)F)N. Cell line: COLO 205. Synergy scores: CSS=-13.9, Synergy_ZIP=8.54, Synergy_Bliss=8.56, Synergy_Loewe=-4.04, Synergy_HSA=-3.57. (8) Drug 1: C1=NC2=C(N=C(N=C2N1C3C(C(C(O3)CO)O)F)Cl)N. Drug 2: CS(=O)(=O)OCCCCOS(=O)(=O)C. Cell line: ACHN. Synergy scores: CSS=13.1, Synergy_ZIP=-4.55, Synergy_Bliss=-0.997, Synergy_Loewe=-0.192, Synergy_HSA=0.0465.